From a dataset of Catalyst prediction with 721,799 reactions and 888 catalyst types from USPTO. Predict which catalyst facilitates the given reaction. (1) Reactant: Cl[C:2]1[C:7]([N+:8]([O-:10])=[O:9])=[CH:6][N:5]=[C:4]2[CH2:11][CH2:12][CH2:13][C:3]=12.[F:14][C:15]([F:31])([F:30])[C@H:16]1[CH2:21][NH:20][CH2:19][C@@H:18]([NH:22][C:23](=[O:29])[O:24][C:25]([CH3:28])([CH3:27])[CH3:26])[CH2:17]1.CCN(C(C)C)C(C)C. Product: [N+:8]([C:7]1[C:2]([N:20]2[CH2:21][CH:16]([C:15]([F:31])([F:30])[F:14])[CH2:17][CH:18]([NH:22][C:23](=[O:29])[O:24][C:25]([CH3:27])([CH3:26])[CH3:28])[CH2:19]2)=[C:3]2[CH2:13][CH2:12][CH2:11][C:4]2=[N:5][CH:6]=1)([O-:10])=[O:9]. The catalyst class is: 32. (2) Reactant: [C:1]([C:4]1[CH:9]=[CH:8][CH:7]=[CH:6][CH:5]=1)(=[O:3])[CH3:2].I([Cl:13])(=O)=O.I(Cl)(=O)=O.I(Cl)(=O)=O.I(Cl)(=O)=O.C([N+](C)(C)C)C1C=CC=CC=1. Product: [Cl:13][CH2:2][C:1]([C:4]1[CH:9]=[CH:8][CH:7]=[CH:6][CH:5]=1)=[O:3]. The catalyst class is: 2.